From a dataset of Forward reaction prediction with 1.9M reactions from USPTO patents (1976-2016). Predict the product of the given reaction. (1) Given the reactants [C:1]1([C:7](=[CH2:21])[C:8]([C:10]2[CH:20]=[CH:19][C:13]3[O:14][CH2:15][C:16](=[O:18])[NH:17][C:12]=3[CH:11]=2)=O)[CH:6]=[CH:5][CH:4]=[CH:3][CH:2]=1.Cl.[Cl:23][C:24]1[CH:25]=[C:26]([NH:31][NH2:32])[CH:27]=[CH:28][C:29]=1[Cl:30].C(N(CC)CC)C, predict the reaction product. The product is: [Cl:23][C:24]1[CH:25]=[C:26]([N:31]2[CH2:21][CH:7]([C:1]3[CH:6]=[CH:5][CH:4]=[CH:3][CH:2]=3)[C:8]([C:10]3[CH:20]=[CH:19][C:13]4[O:14][CH2:15][C:16](=[O:18])[NH:17][C:12]=4[CH:11]=3)=[N:32]2)[CH:27]=[CH:28][C:29]=1[Cl:30]. (2) Given the reactants [Cl:1][C:2]1[N:10]=[C:9]2[C:5]([N:6]=[CH:7][N:8]2C2CCCCO2)=[C:4]([N:17]2[CH2:22][CH2:21][O:20][CH2:19][CH2:18]2)[N:3]=1.O.C1(C)C=CC(S(O)(=O)=O)=CC=1, predict the reaction product. The product is: [Cl:1][C:2]1[N:10]=[C:9]2[C:5]([N:6]=[CH:7][NH:8]2)=[C:4]([N:17]2[CH2:18][CH2:19][O:20][CH2:21][CH2:22]2)[N:3]=1. (3) Given the reactants [NH2:1][C:2]1[N:7]=[C:6](Cl)[CH:5]=[C:4]([Cl:9])[N:3]=1.[C:10]([NH2:14])([CH3:13])([CH3:12])[CH3:11], predict the reaction product. The product is: [C:10]([NH:14][C:6]1[CH:5]=[C:4]([Cl:9])[N:3]=[C:2]([NH2:1])[N:7]=1)([CH3:13])([CH3:12])[CH3:11]. (4) Given the reactants C(N(CC)C(C)C)(C)C.[NH:10]1[CH2:15][CH2:14][O:13][CH2:12][CH2:11]1.[CH3:16][N:17]([C:32](OC1C=CC([N+]([O-])=O)=CC=1)=[O:33])[C@H:18]([C:20]([C@:22]([CH3:31])([OH:30])[C:23]([O:25][C:26]([CH3:29])([CH3:28])[CH3:27])=[O:24])=[O:21])[CH3:19].O, predict the reaction product. The product is: [CH3:16][N:17]([C:32]([N:10]1[CH2:15][CH2:14][O:13][CH2:12][CH2:11]1)=[O:33])[C@H:18]([C:20]([C@:22]([CH3:31])([OH:30])[C:23]([O:25][C:26]([CH3:27])([CH3:29])[CH3:28])=[O:24])=[O:21])[CH3:19]. (5) Given the reactants [CH2:1]([NH:8][CH2:9][CH2:10][OH:11])[C:2]1[CH:7]=[CH:6][CH:5]=[CH:4][CH:3]=1.ClC(=C)[C:14]#[N:15].O1CC[CH2:19][CH2:18]1.CC(C)([O-])C.[K+], predict the reaction product. The product is: [CH2:1]([N:8]1[CH2:19][CH2:18][O:11][CH:10]([C:14]#[N:15])[CH2:9]1)[C:2]1[CH:7]=[CH:6][CH:5]=[CH:4][CH:3]=1.